This data is from Peptide-MHC class I binding affinity with 185,985 pairs from IEDB/IMGT. The task is: Regression. Given a peptide amino acid sequence and an MHC pseudo amino acid sequence, predict their binding affinity value. This is MHC class I binding data. (1) The peptide sequence is SHSIPNGLL. The binding affinity (normalized) is 0.0847. The MHC is HLA-B58:01 with pseudo-sequence HLA-B58:01. (2) The peptide sequence is YLVAYQATI. The MHC is HLA-A02:02 with pseudo-sequence HLA-A02:02. The binding affinity (normalized) is 0.683. (3) The MHC is HLA-A11:01 with pseudo-sequence HLA-A11:01. The binding affinity (normalized) is 0.456. The peptide sequence is GTASQPRLR.